From a dataset of Reaction yield outcomes from USPTO patents with 853,638 reactions. Predict the reaction yield, written as a fraction of the theoretical maximum amount of product (1.0 means a 100% yield; for example, 0.34 means a 34% yield). (1) The reactants are [CH3:1][C:2]1[C:11]2[C:6](=[CH:7][CH:8]=[CH:9][CH:10]=2)[N:5]=[CH:4][C:3]=1[N+:12]([O-])=O.O.O.[Sn](Cl)Cl.[OH-].[Na+]. The catalyst is Cl.O. The product is [NH2:12][C:3]1[CH:4]=[N:5][C:6]2[C:11]([C:2]=1[CH3:1])=[CH:10][CH:9]=[CH:8][CH:7]=2. The yield is 0.800. (2) The reactants are [NH:1]([C:3]1[CH:10]=[CH:9][C:6]([C:7]#[N:8])=[CH:5][N:4]=1)N.[CH3:11][O:12][C:13]1[CH:18]=[CH:17][C:16]([C:19](=O)[CH2:20][C:21]2[CH:26]=[CH:25][CH:24]=[CH:23][CH:22]=2)=[CH:15][CH:14]=1. No catalyst specified. The product is [CH3:11][O:12][C:13]1[CH:18]=[CH:17][C:16]([C:19]2[C:10]3[C:3](=[N:4][CH:5]=[C:6]([C:7]#[N:8])[CH:9]=3)[NH:1][C:20]=2[C:21]2[CH:26]=[CH:25][CH:24]=[CH:23][CH:22]=2)=[CH:15][CH:14]=1. The yield is 0.110. (3) The reactants are C(Cl)CCl.[NH2:5][C:6]1[N:11]=[CH:10][C:9](/[CH:12]=[CH:13]/[C:14]([OH:16])=O)=[CH:8][CH:7]=1.[CH2:17]([N:19]1[C:27]2[C:22](=[CH:23][CH:24]=[CH:25][CH:26]=2)[C:21]([CH2:28][NH:29][CH3:30])=[CH:20]1)[CH3:18].C1C=CC2N(O)N=NC=2C=1.O.C(N(C(C)C)CC)(C)C. The catalyst is CN(C=O)C. The product is [NH2:5][C:6]1[N:11]=[CH:10][C:9](/[CH:12]=[CH:13]/[C:14]([N:29]([CH2:28][C:21]2[C:22]3[C:27](=[CH:26][CH:25]=[CH:24][CH:23]=3)[N:19]([CH2:17][CH3:18])[CH:20]=2)[CH3:30])=[O:16])=[CH:8][CH:7]=1. The yield is 0.520.